This data is from Full USPTO retrosynthesis dataset with 1.9M reactions from patents (1976-2016). The task is: Predict the reactants needed to synthesize the given product. (1) Given the product [CH3:19][O:18][C:17]([CH:4]1[CH2:5][CH2:6][CH2:7][C:2]([CH3:1])([C:9]2[CH:10]=[CH:11][CH:12]=[CH:13][CH:14]=2)[C:3]1=[O:8])=[O:20], predict the reactants needed to synthesize it. The reactants are: [CH3:1][C:2]1([C:9]2[CH:14]=[CH:13][CH:12]=[CH:11][CH:10]=2)[CH2:7][CH2:6][CH2:5][CH2:4][C:3]1=[O:8].[H-].[Na+].[C:17](=O)([O:20]C)[O:18][CH3:19]. (2) Given the product [CH3:10][O:9][C:7]1[CH:6]=[C:5]([C:11]([C@@H:13]2[C@:14]3([CH3:27])[C@H:19]([C:18]([CH3:25])([CH3:26])[CH2:17][CH2:16][CH2:15]3)[CH2:20][C@@H:21]([OH:22])[C:23]2=[CH2:24])=[O:12])[CH:4]=[C:3]([O:2][CH3:1])[CH:8]=1, predict the reactants needed to synthesize it. The reactants are: [CH3:1][O:2][C:3]1[CH:4]=[C:5]([C:11]([C@H:13]2[C@@:23]3([CH3:24])[C@H:21]([O:22]3)[CH2:20][C@@H:19]3[C@:14]2([CH3:27])[CH2:15][CH2:16][CH2:17][C:18]3([CH3:26])[CH3:25])=[O:12])[CH:6]=[C:7]([O:9][CH3:10])[CH:8]=1.C1(C)C=CC(S(O)(=O)=O)=CC=1. (3) Given the product [CH2:38]([O:37][C:35]([N:17]1[CH2:16][CH2:15][CH:14]([NH:13][C:11](=[O:12])[C:10]2[CH:20]=[C:21]([O:23][C:24]3[CH:25]=[CH:26][C:27]([C:30]#[N:31])=[CH:28][CH:29]=3)[CH:22]=[C:8]([O:7][C:6]3[CH:5]=[CH:4][C:3]([C:1]#[N:2])=[CH:33][CH:32]=3)[CH:9]=2)[CH2:19][CH2:18]1)=[O:36])[CH3:39], predict the reactants needed to synthesize it. The reactants are: [C:1]([C:3]1[CH:33]=[CH:32][C:6]([O:7][C:8]2[CH:9]=[C:10]([CH:20]=[C:21]([O:23][C:24]3[CH:29]=[CH:28][C:27]([C:30]#[N:31])=[CH:26][CH:25]=3)[CH:22]=2)[C:11]([NH:13][CH:14]2[CH2:19][CH2:18][NH:17][CH2:16][CH2:15]2)=[O:12])=[CH:5][CH:4]=1)#[N:2].Cl[C:35]([O:37][CH2:38][CH3:39])=[O:36]. (4) Given the product [CH:1]1([CH2:7][CH2:8][CH2:9][C@@H:10]([C:15]2[O:19][N:18]=[C:17]([CH2:20][C:21]3[CH:26]=[CH:25][N:24]=[CH:23][CH:22]=3)[N:16]=2)[CH2:11][C:12]([NH:42][OH:41])=[O:13])[CH2:6][CH2:5][CH2:4][CH2:3][CH2:2]1, predict the reactants needed to synthesize it. The reactants are: [CH:1]1([CH2:7][CH2:8][CH2:9][C@@H:10]([C:15]2[O:19][N:18]=[C:17]([CH2:20][C:21]3[CH:26]=[CH:25][N:24]=[CH:23][CH:22]=3)[N:16]=2)[CH2:11][C:12](O)=[O:13])[CH2:6][CH2:5][CH2:4][CH2:3][CH2:2]1.C(N1C=CN=C1)(N1C=CN=C1)=O.C[Si](C)(C)[O:41][NH2:42].N1C=CN=C1.